Dataset: Full USPTO retrosynthesis dataset with 1.9M reactions from patents (1976-2016). Task: Predict the reactants needed to synthesize the given product. (1) Given the product [Br:2][C:3]1[CH:10]=[CH:9][C:6]([CH2:7][NH:8][S:17]([C:12]2[CH:13]=[CH:14][CH:15]=[CH:16][N:11]=2)(=[O:19])=[O:18])=[CH:5][CH:4]=1, predict the reactants needed to synthesize it. The reactants are: Cl.[Br:2][C:3]1[CH:10]=[CH:9][C:6]([CH2:7][NH2:8])=[CH:5][CH:4]=1.[N:11]1[CH:16]=[CH:15][CH:14]=[CH:13][C:12]=1[S:17](Cl)(=[O:19])=[O:18].C(N(CC)CC)C. (2) Given the product [Cl:5][C:6]1[CH:15]=[C:14]2[C:9]([CH2:10][CH2:11][N:12]([C:17]3[CH:18]=[N:19][CH:20]=[CH:21][C:22]=3[CH3:23])[C:13]2=[O:16])=[CH:8][C:7]=1[OH:24], predict the reactants needed to synthesize it. The reactants are: B(Br)(Br)Br.[Cl:5][C:6]1[CH:15]=[C:14]2[C:9]([CH2:10][CH2:11][N:12]([C:17]3[CH:18]=[N:19][CH:20]=[CH:21][C:22]=3[CH3:23])[C:13]2=[O:16])=[CH:8][C:7]=1[O:24]C.CO. (3) Given the product [F:16][C:17]1[CH:22]=[CH:21][CH:20]=[CH:19][C:18]=1[CH:23]([C:3]1[C:4]2[C:9](=[CH:8][C:7]([N:10]3[CH2:15][CH2:14][O:13][CH2:12][CH2:11]3)=[CH:6][CH:5]=2)[NH:1][CH:2]=1)[CH2:24][N+:25]([O-:27])=[O:26], predict the reactants needed to synthesize it. The reactants are: [NH:1]1[C:9]2[C:4](=[CH:5][CH:6]=[C:7]([N:10]3[CH2:15][CH2:14][O:13][CH2:12][CH2:11]3)[CH:8]=2)[CH:3]=[CH:2]1.[F:16][C:17]1[CH:22]=[CH:21][CH:20]=[CH:19][C:18]=1/[CH:23]=[CH:24]/[N+:25]([O-:27])=[O:26]. (4) Given the product [Si:1]([O:8][CH2:9][C:10]1[N:11]([CH3:33])[C:12]2[C:17]([CH:18]=1)=[CH:16][C:15]1[C:19](=[O:32])[CH:20]=[CH:21][CH2:22][CH2:23][N:24]([C:25]([O:27][C:28]([CH3:31])([CH3:30])[CH3:29])=[O:26])[C:14]=1[CH:13]=2)([C:4]([CH3:7])([CH3:5])[CH3:6])([CH3:3])[CH3:2], predict the reactants needed to synthesize it. The reactants are: [Si:1]([O:8][CH2:9][C:10]1[N:11]([CH3:33])[C:12]2[C:17]([CH:18]=1)=[CH:16][C:15]1[CH:19]([OH:32])[CH:20]=[CH:21][CH2:22][CH2:23][N:24]([C:25]([O:27][C:28]([CH3:31])([CH3:30])[CH3:29])=[O:26])[C:14]=1[CH:13]=2)([C:4]([CH3:7])([CH3:6])[CH3:5])([CH3:3])[CH3:2]. (5) Given the product [CH3:1][C:2]1[C:10]2[C:5](=[CH:6][C:7]([C:11]([O:13][CH3:14])=[O:12])=[CH:8][CH:9]=2)[N:4]([CH2:16][CH2:17][CH2:18][C:19]2[CH:24]=[CH:23][CH:22]=[CH:21][CH:20]=2)[CH:3]=1, predict the reactants needed to synthesize it. The reactants are: [CH3:1][C:2]1[C:10]2[C:5](=[CH:6][C:7]([C:11]([O:13][CH3:14])=[O:12])=[CH:8][CH:9]=2)[NH:4][CH:3]=1.Br[CH2:16][CH2:17][CH2:18][C:19]1[CH:24]=[CH:23][CH:22]=[CH:21][CH:20]=1.[OH-].[Na+].O.